This data is from CYP2D6 inhibition data for predicting drug metabolism from PubChem BioAssay. The task is: Regression/Classification. Given a drug SMILES string, predict its absorption, distribution, metabolism, or excretion properties. Task type varies by dataset: regression for continuous measurements (e.g., permeability, clearance, half-life) or binary classification for categorical outcomes (e.g., BBB penetration, CYP inhibition). Dataset: cyp2d6_veith. The molecule is O=C(Nc1cc(Sc2ccccn2)cc([N+](=O)[O-])c1)c1ccc([N+](=O)[O-])cc1. The result is 0 (non-inhibitor).